This data is from Retrosynthesis with 50K atom-mapped reactions and 10 reaction types from USPTO. The task is: Predict the reactants needed to synthesize the given product. (1) Given the product COc1cc2c(c(Cl)c1Cl)C(=O)C(CCOC(C)=O)C2, predict the reactants needed to synthesize it. The reactants are: CC(=O)[O-].COc1cc2c(c(Cl)c1Cl)C(=O)C(CCCl)C2. (2) Given the product CC(C)(C)OC(=O)N1CCN(C(=O)c2cccc(-c3ccnc(F)c3)n2)CC1, predict the reactants needed to synthesize it. The reactants are: CC(C)(C)OC(=O)N1CCN(C(=O)c2cccc(Br)n2)CC1.OB(O)c1ccnc(F)c1. (3) Given the product CNCCCCOc1ccc(C(=O)c2c(-c3ccccc3)oc3ccccc23)cc1, predict the reactants needed to synthesize it. The reactants are: CN.O=C(c1ccc(OCCCCBr)cc1)c1c(-c2ccccc2)oc2ccccc12. (4) Given the product O=C1c2ccccc2C(=O)N1Cc1cc2c(cc1Cl)OCO2, predict the reactants needed to synthesize it. The reactants are: ClCc1cc2c(cc1Cl)OCO2.O=C1NC(=O)c2ccccc21. (5) Given the product COC(=O)c1cc(Cl)n(C)c1Cl, predict the reactants needed to synthesize it. The reactants are: CI.COC(=O)c1cc(Cl)[nH]c1Cl. (6) Given the product O=C(O)c1cn(-c2ccc(F)cc2F)c2c(F)c(Cl)ncc2c1=O, predict the reactants needed to synthesize it. The reactants are: CCOC(=O)c1cn(-c2ccc(F)cc2F)c2c(F)c(Cl)ncc2c1=O.